Dataset: Peptide-MHC class I binding affinity with 185,985 pairs from IEDB/IMGT. Task: Regression. Given a peptide amino acid sequence and an MHC pseudo amino acid sequence, predict their binding affinity value. This is MHC class I binding data. (1) The peptide sequence is RRRWCGLGL. The MHC is HLA-C04:01 with pseudo-sequence HLA-C04:01. The binding affinity (normalized) is 0.213. (2) The peptide sequence is IIIFNGIKL. The MHC is H-2-Db with pseudo-sequence H-2-Db. The binding affinity (normalized) is 0.0558. (3) The peptide sequence is QAYAAPQLF. The MHC is HLA-B27:05 with pseudo-sequence HLA-B27:05. The binding affinity (normalized) is 0.213.